From a dataset of Reaction yield outcomes from USPTO patents with 853,638 reactions. Predict the reaction yield, written as a fraction of the theoretical maximum amount of product (1.0 means a 100% yield; for example, 0.34 means a 34% yield). (1) The reactants are [F-].[CH2:2]([N+](CCCC)(CCCC)CCCC)CCC.[CH2:19]([O:21][C:22]([CH:24]1[CH2:29][CH:28]([NH:30][C:31]([O:33]CC[Si](C)(C)C)=O)[CH2:27][N:26]([C:40]([O:42][C:43]([CH3:46])([CH3:45])[CH3:44])=[O:41])[CH2:25]1)=[O:23])[CH3:20].CCN(CC)CC.[Cl:54][C:55]1[CH:60]=[CH:59][CH:58]=[C:57]([F:61])[C:56]=1[C:62]1(C)[C:66](C(Cl)=O)=[CH:65][O:64][NH:63]1. The catalyst is C1COCC1.CN(C1C=CN=CC=1)C.C(Cl)Cl.C(Cl)(Cl)Cl. The product is [CH2:19]([O:21][C:22]([CH:24]1[CH2:29][CH:28]([NH:30][C:31]([C:66]2[C:62]([C:56]3[C:57]([F:61])=[CH:58][CH:59]=[CH:60][C:55]=3[Cl:54])=[N:63][O:64][C:65]=2[CH3:2])=[O:33])[CH2:27][N:26]([C:40]([O:42][C:43]([CH3:44])([CH3:45])[CH3:46])=[O:41])[CH2:25]1)=[O:23])[CH3:20]. The yield is 0.460. (2) The reactants are [CH2:1]1[C:5]2[CH:6]=[CH:7][C:8]([O:10][CH2:11][C@H:12]3[C@H:17]([C:18]4[CH:23]=[CH:22][C:21]([F:24])=[CH:20][CH:19]=4)[CH2:16][CH2:15][N:14](C(OC(C)(C)C)=O)[CH2:13]3)=[CH:9][C:4]=2[CH2:3][O:2]1.FC(F)(F)C(O)=O.ClCCl. The catalyst is C1(C)C=CC=CC=1. The product is [CH2:1]1[C:5]2[CH:6]=[CH:7][C:8]([O:10][CH2:11][C@H:12]3[C@H:17]([C:18]4[CH:19]=[CH:20][C:21]([F:24])=[CH:22][CH:23]=4)[CH2:16][CH2:15][NH:14][CH2:13]3)=[CH:9][C:4]=2[CH2:3][O:2]1. The yield is 0.840. (3) The reactants are S(Cl)(Cl)=O.[Cl:5][C:6]1[C:7]([CH3:15])=[C:8]([CH:12]=[CH:13][CH:14]=1)[C:9]([OH:11])=O.[Al+3].[Cl-].[Cl-].[Cl-].[CH:20]1C=CC=C[CH:21]=1. The catalyst is ClC(Cl)C. The product is [Cl:5][C:6]1[C:7]([CH3:15])=[C:8]2[C:12]([CH2:20][CH2:21][C:9]2=[O:11])=[CH:13][CH:14]=1. The yield is 0.720. (4) The reactants are Br[C:2]1[CH:10]=[C:9]2[C:5]([CH:6]([CH3:22])[N:7]([C@@H:12]([C:14]3[CH:19]=[CH:18][C:17]([O:20][CH3:21])=[CH:16][CH:15]=3)[CH3:13])[C:8]2=[O:11])=[CH:4][CH:3]=1.[O:23]1[CH2:28][CH2:27][CH2:26][CH2:25][CH:24]1[N:29]1[CH:33]=[C:32](B2OC(C)(C)C(C)(C)O2)[CH:31]=[N:30]1.C(=O)([O-])[O-].[K+].[K+].O1CCOCC1. The catalyst is O. The product is [CH3:21][O:20][C:17]1[CH:18]=[CH:19][C:14]([C@H:12]([N:7]2[CH:6]([CH3:22])[C:5]3[C:9](=[CH:10][C:2]([C:32]4[CH:31]=[N:30][N:29]([CH:24]5[CH2:25][CH2:26][CH2:27][CH2:28][O:23]5)[CH:33]=4)=[CH:3][CH:4]=3)[C:8]2=[O:11])[CH3:13])=[CH:15][CH:16]=1. The yield is 0.890. (5) The reactants are [OH:1][C@H:2]1[C:10]2[C:5](=[CH:6][CH:7]=[CH:8][CH:9]=2)[CH2:4][C@:3]1([CH2:20][C:21]1[CH:29]=[CH:28][C:24]([C:25]([OH:27])=[O:26])=[CH:23][CH:22]=1)[C:11]1[CH2:12][C:13]2[C:18]([CH:19]=1)=[CH:17][CH:16]=[CH:15][CH:14]=2.C1CCC(N=C=NC2CCCCC2)CC1.C1C2C(COC([NH:62][C@H:63]([C:67](O)=[O:68])[CH:64]([CH3:66])[CH3:65])=O)C3C(=CC=CC=3)C=2C=CC=1. The catalyst is CN(C1C=CN=CC=1)C.C(OCC)(=O)C. The product is [NH2:62][C@H:63]([C:67]([O:1][C@H:2]1[C:10]2[C:5](=[CH:6][CH:7]=[CH:8][CH:9]=2)[CH2:4][C@:3]1([CH2:20][C:21]1[CH:29]=[CH:28][C:24]([C:25]([OH:27])=[O:26])=[CH:23][CH:22]=1)[C:11]1[CH2:12][C:13]2[C:18]([CH:19]=1)=[CH:17][CH:16]=[CH:15][CH:14]=2)=[O:68])[CH:64]([CH3:66])[CH3:65]. The yield is 0.360. (6) The reactants are [F:1][C:2]([F:24])([F:23])[C:3]1[CH:4]=[C:5]([C:13]2[N:17]=[CH:16][N:15](/[CH:18]=[CH:19]\[C:20]([OH:22])=O)[N:14]=2)[CH:6]=[C:7]([C:9]([F:12])([F:11])[F:10])[CH:8]=1.[N:25]1([NH2:31])[CH2:30][CH2:29][O:28][CH2:27][CH2:26]1.C(P1(=O)OP(CCC)(=O)OP(CCC)(=O)O1)CC.CCN(C(C)C)C(C)C. The catalyst is C(Cl)Cl.CO.CCOC(C)=O. The product is [F:23][C:2]([F:1])([F:24])[C:3]1[CH:4]=[C:5]([C:13]2[N:17]=[CH:16][N:15](/[CH:18]=[CH:19]\[C:20]([NH:31][N:25]3[CH2:30][CH2:29][O:28][CH2:27][CH2:26]3)=[O:22])[N:14]=2)[CH:6]=[C:7]([C:9]([F:12])([F:11])[F:10])[CH:8]=1. The yield is 0.330. (7) The reactants are [C:1]([N:9]1[C:13]2=[N:14][C:15](Br)=[CH:16][CH:17]=[C:12]2[CH:11]=[CH:10]1)(=[O:8])[C:2]1[CH:7]=[CH:6][CH:5]=[CH:4][CH:3]=1.[CH3:19][Si:20]([C:23]#[CH:24])([CH3:22])[CH3:21]. The catalyst is C(N(CC)CC)C.Cl[Pd](Cl)([P](C1C=CC=CC=1)(C1C=CC=CC=1)C1C=CC=CC=1)[P](C1C=CC=CC=1)(C1C=CC=CC=1)C1C=CC=CC=1.[Cu]I. The product is [CH3:19][Si:20]([C:23]#[C:24][C:15]1[N:14]=[C:13]2[N:9]([C:1](=[O:8])[C:2]3[CH:7]=[CH:6][CH:5]=[CH:4][CH:3]=3)[CH:10]=[CH:11][C:12]2=[CH:17][CH:16]=1)([CH3:22])[CH3:21]. The yield is 0.140. (8) The reactants are [CH3:1][O:2][C:3]1[C:4]([CH3:34])=[C:5]([C:25]([O:32][CH3:33])=[C:26]([O:30][CH3:31])[C:27]=1[O:28][CH3:29])[CH2:6][C:7]1[CH:8]=[CH:9][C:10](OS(C(F)(F)F)(=O)=O)=[C:11]([CH:16]=1)[C:12](OC)=O.[C:35](=O)([O-])[O-].[Na+].[Na+].[Cl-].[Li+].[CH3:43][O:44][C:45]1C=C(B(O)O)C=[CH:49][CH:50]=1.[C:54]([O:57][CH2:58]C)(=[O:56])[CH3:55]. The catalyst is C1(C)C=CC=CC=1. The product is [CH3:1][O:2][C:3]1[C:4]([CH3:34])=[C:5]([C:25]([O:32][CH3:33])=[C:26]([O:30][CH3:31])[C:27]=1[O:28][CH3:29])[CH2:6][C:7]1[CH:8]=[CH:9][C:10]([C:11]2[CH:12]=[CH:49][CH:50]=[C:45]([O:44][CH3:43])[CH:16]=2)=[C:55]([CH:35]=1)[C:54]([O:57][CH3:58])=[O:56]. The yield is 0.890. (9) The yield is 0.990. The catalyst is ClCCl. The reactants are FC(F)(F)C(O)=O.C(OC(=O)[NH:14][CH:15]1[CH2:20][CH2:19][N:18]([CH2:21][CH2:22][S:23][C:24]2[CH:25]=[N:26][C:27]3[C:32]([CH:33]=2)=[CH:31][C:30]([O:34][CH3:35])=[CH:29][CH:28]=3)[CH2:17][CH2:16]1)(C)(C)C. The product is [CH3:35][O:34][C:30]1[CH:31]=[C:32]2[C:27](=[CH:28][CH:29]=1)[N:26]=[CH:25][C:24]([S:23][CH2:22][CH2:21][N:18]1[CH2:19][CH2:20][CH:15]([NH2:14])[CH2:16][CH2:17]1)=[CH:33]2. (10) The reactants are C[O:2][C:3]1[CH:4]=[C:5]([C:12]([F:15])([F:14])[F:13])[CH:6]=[C:7]([N+:9]([O-:11])=[O:10])[CH:8]=1. The catalyst is Br.O.C(OCC)(=O)C. The product is [N+:9]([C:7]1[CH:8]=[C:3]([OH:2])[CH:4]=[C:5]([C:12]([F:13])([F:14])[F:15])[CH:6]=1)([O-:11])=[O:10]. The yield is 0.930.